Dataset: Catalyst prediction with 721,799 reactions and 888 catalyst types from USPTO. Task: Predict which catalyst facilitates the given reaction. (1) Reactant: [C:1]([C:5]1[N:9]([CH2:10][CH2:11][C:12]2[CH:17]=[CH:16][CH:15]=[CH:14][C:13]=2[O:18]C)[C:8]([CH3:20])=[C:7]([C:21]([N:23]=[C:24]([NH2:26])[NH2:25])=[O:22])[CH:6]=1)([CH3:4])([CH3:3])[CH3:2].[Cl:27]CCl.B(Br)(Br)Br.CO.C(OCC)(=O)C. Product: [ClH:27].[C:1]([C:5]1[N:9]([CH2:10][CH2:11][C:12]2[CH:17]=[CH:16][CH:15]=[CH:14][C:13]=2[OH:18])[C:8]([CH3:20])=[C:7]([C:21]([N:23]=[C:24]([NH2:25])[NH2:26])=[O:22])[CH:6]=1)([CH3:4])([CH3:2])[CH3:3]. The catalyst class is: 4. (2) Reactant: [Cl:1][CH2:2][CH:3]1[C:11]2[C:10]3[CH:12]=[CH:13][C:14]([NH:16][C:17]([O:19][C:20]([CH3:23])([CH3:22])[CH3:21])=[O:18])=[CH:15][C:9]=3[C:8]([N+:24]([O-:26])=[O:25])=[CH:7][C:6]=2[NH:5][CH2:4]1.Cl.[CH3:28][N:29]([CH3:45])[CH2:30][CH2:31][O:32][C:33]1[CH:34]=[C:35]2[C:39](=[CH:40][CH:41]=1)[NH:38][C:37]([C:42](O)=[O:43])=[CH:36]2.CCN=C=NCCCN(C)C.CC1C=CC(S(O)(=O)=O)=CC=1.N. Product: [Cl:1][CH2:2][CH:3]1[C:11]2[C:10]3[CH:12]=[CH:13][C:14]([NH:16][C:17]([O:19][C:20]([CH3:23])([CH3:21])[CH3:22])=[O:18])=[CH:15][C:9]=3[C:8]([N+:24]([O-:26])=[O:25])=[CH:7][C:6]=2[N:5]([C:42]([C:37]2[NH:38][C:39]3[C:35]([CH:36]=2)=[CH:34][C:33]([O:32][CH2:31][CH2:30][N:29]([CH3:45])[CH3:28])=[CH:41][CH:40]=3)=[O:43])[CH2:4]1. The catalyst class is: 44.